Regression. Given a peptide amino acid sequence and an MHC pseudo amino acid sequence, predict their binding affinity value. This is MHC class II binding data. From a dataset of Peptide-MHC class II binding affinity with 134,281 pairs from IEDB. The peptide sequence is TKKYFAATQFEPLAA. The MHC is HLA-DPA10103-DPB10601 with pseudo-sequence HLA-DPA10103-DPB10601. The binding affinity (normalized) is 0.857.